This data is from Forward reaction prediction with 1.9M reactions from USPTO patents (1976-2016). The task is: Predict the product of the given reaction. (1) The product is: [C:20]([O:19][C:17]([N:11]1[CH2:12][CH2:13][N:8]([CH2:1][C:2]2[CH:3]=[CH:4][CH:5]=[CH:6][CH:7]=2)[CH2:9][CH:10]1[CH2:14][CH2:15][OH:16])=[O:18])([CH3:23])([CH3:22])[CH3:21]. Given the reactants [CH2:1]([N:8]1[CH2:13][CH2:12][NH:11][C@@H:10]([CH2:14][CH2:15][OH:16])[CH2:9]1)[C:2]1[CH:7]=[CH:6][CH:5]=[CH:4][CH:3]=1.[C:17](O[C:17]([O:19][C:20]([CH3:23])([CH3:22])[CH3:21])=[O:18])([O:19][C:20]([CH3:23])([CH3:22])[CH3:21])=[O:18], predict the reaction product. (2) Given the reactants CC1(C)[O:6][C:5](=[CH:7][C:8]([N:10]([CH2:13][C:14]2[CH:19]=[CH:18][C:17]([F:20])=[CH:16][C:15]=2[S:21]([CH3:24])(=[O:23])=[O:22])[O:11][CH3:12])=[O:9])[C:4](=[O:25])O1.[CH2:27]=O.[N:29]1([CH2:35][CH2:36][NH2:37])[CH2:34][CH2:33][O:32][CH2:31][CH2:30]1, predict the reaction product. The product is: [F:20][C:17]1[CH:18]=[CH:19][C:14]([CH2:13][N:10]([O:11][CH3:12])[C:8]([C:7]2[CH2:27][N:37]([CH2:36][CH2:35][N:29]3[CH2:34][CH2:33][O:32][CH2:31][CH2:30]3)[C:4](=[O:25])[C:5]=2[OH:6])=[O:9])=[C:15]([S:21]([CH3:24])(=[O:22])=[O:23])[CH:16]=1. (3) Given the reactants N1CCCCC1.C(O)(=O)C.[CH3:11][C:12]1([CH3:20])[O:17][C:16](=[O:18])[CH2:15][C:14](=[O:19])[O:13]1.[Cl:21][C:22]1[CH:29]=[CH:28][C:27]([Cl:30])=[CH:26][C:23]=1[CH:24]=O, predict the reaction product. The product is: [Cl:21][C:22]1[CH:29]=[CH:28][C:27]([Cl:30])=[CH:26][C:23]=1[CH:24]=[C:15]1[C:16](=[O:18])[O:17][C:12]([CH3:20])([CH3:11])[O:13][C:14]1=[O:19]. (4) Given the reactants Cl[CH2:2][CH2:3][CH2:4][O:5][CH2:6][CH2:7][C:8]1[CH:16]=[CH:15][C:11]2[CH:12]=[CH:13][S:14][C:10]=2[CH:9]=1.Cl.[NH:18]1[CH2:21][CH:20]([OH:22])[CH2:19]1.C(=O)([O-])[O-].[K+].[K+].Cl, predict the reaction product. The product is: [S:14]1[C:10]2[CH:9]=[C:8]([CH2:7][CH2:6][O:5][CH2:4][CH2:3][CH2:2][N:18]3[CH2:21][CH:20]([OH:22])[CH2:19]3)[CH:16]=[CH:15][C:11]=2[CH:12]=[CH:13]1. (5) Given the reactants [CH3:1][S:2]([C:5]1[CH:6]=[C:7]([N:13]2[CH2:18][CH2:17][NH:16][CH2:15][CH2:14]2)[CH:8]=[CH:9][C:10]=1[O:11][CH3:12])(=[O:4])=[O:3].[CH2:19](Br)[CH:20]=[CH2:21], predict the reaction product. The product is: [CH2:21]([N:16]1[CH2:15][CH2:14][N:13]([C:7]2[CH:8]=[CH:9][C:10]([O:11][CH3:12])=[C:5]([S:2]([CH3:1])(=[O:3])=[O:4])[CH:6]=2)[CH2:18][CH2:17]1)[CH:20]=[CH2:19]. (6) Given the reactants [C:1]([NH:11][C@H:12]([C:15]([OH:17])=[O:16])[CH2:13][OH:14])([O:3][CH2:4][C:5]1[CH:10]=[CH:9][CH:8]=[CH:7][CH:6]=1)=[O:2].S(Cl)(Cl)=O.[CH3:22]O, predict the reaction product. The product is: [CH2:4]([O:3][C:1]([NH:11][CH:12]([CH2:13][OH:14])[C:15]([O:17][CH3:22])=[O:16])=[O:2])[C:5]1[CH:10]=[CH:9][CH:8]=[CH:7][CH:6]=1. (7) Given the reactants [F:1][C:2]1[C:7]([F:8])=[CH:6][CH:5]=[CH:4][C:3]=1[C:9]1[NH:13][N:12]=[N:11][N:10]=1.Br[CH2:15][C:16]1[CH:21]=[CH:20][CH:19]=[CH:18][C:17]=1[C:22]([F:25])([F:24])[F:23].BrCC1C=CC=CC=1C, predict the reaction product. The product is: [F:1][C:2]1[C:7]([F:8])=[CH:6][CH:5]=[CH:4][C:3]=1[C:9]1[N:13]([CH2:15][C:16]2[CH:21]=[CH:20][CH:19]=[CH:18][C:17]=2[C:22]([F:23])([F:24])[F:25])[N:12]=[N:11][N:10]=1.